From a dataset of Reaction yield outcomes from USPTO patents with 853,638 reactions. Predict the reaction yield, written as a fraction of the theoretical maximum amount of product (1.0 means a 100% yield; for example, 0.34 means a 34% yield). The reactants are [CH3:1][C:2]1([CH3:23])[CH2:7][C@H:6]([NH:8][C:9]2[C:14]([C:15]([F:18])([F:17])[F:16])=[CH:13][N:12]=[C:11](S(C)=O)[N:10]=2)[CH2:5][CH2:4][C@@H:3]1[OH:22].[NH2:24][CH2:25][C:26]1[C:27]([C:34]([F:37])([F:36])[F:35])=[CH:28][C:29]([CH3:33])=[N+:30]([O-:32])[CH:31]=1. The catalyst is O1CCOCC1. The product is [OH:22][C@H:3]1[CH2:4][CH2:5][C@@H:6]([NH:8][C:9]2[C:14]([C:15]([F:18])([F:17])[F:16])=[CH:13][N:12]=[C:11]([NH:24][CH2:25][C:26]3[C:27]([C:34]([F:37])([F:35])[F:36])=[CH:28][C:29]([CH3:33])=[N+:30]([O-:32])[CH:31]=3)[N:10]=2)[CH2:7][C:2]1([CH3:23])[CH3:1]. The yield is 0.300.